This data is from Reaction yield outcomes from USPTO patents with 853,638 reactions. The task is: Predict the reaction yield, written as a fraction of the theoretical maximum amount of product (1.0 means a 100% yield; for example, 0.34 means a 34% yield). (1) The reactants are [C:1]([BH3-])#N.[Na+].[CH:5]1([C:11]2[C:12]3[CH:13]=[CH:14][C:15]([C:44]([NH:46][S:47]([CH:50]4[CH2:52][CH2:51]4)(=[O:49])=[O:48])=[O:45])=[CH:16][C:17]=3[N:18]3[CH2:24][CH:23]([C:25]([N:27]4[CH2:34][C:33]56[CH2:35][NH:36][CH2:37][C:29]5([CH2:30][O:31][CH2:32]6)[CH2:28]4)=[O:26])[CH2:22][C:21]4[CH:38]=[C:39]([O:42][CH3:43])[CH:40]=[CH:41][C:20]=4[C:19]=23)[CH2:10][CH2:9][CH2:8][CH2:7][CH2:6]1.C=O. The catalyst is CO. The product is [CH:5]1([C:11]2[C:12]3[CH:13]=[CH:14][C:15]([C:44]([NH:46][S:47]([CH:50]4[CH2:52][CH2:51]4)(=[O:48])=[O:49])=[O:45])=[CH:16][C:17]=3[N:18]3[CH2:24][CH:23]([C:25]([N:27]4[CH2:34][C:33]56[CH2:35][N:36]([CH3:1])[CH2:37][C:29]5([CH2:30][O:31][CH2:32]6)[CH2:28]4)=[O:26])[CH2:22][C:21]4[CH:38]=[C:39]([O:42][CH3:43])[CH:40]=[CH:41][C:20]=4[C:19]=23)[CH2:6][CH2:7][CH2:8][CH2:9][CH2:10]1. The yield is 0.820. (2) The reactants are [F:1][C:2]1[C:3]([C:8]2[CH:13]=[CH:12][CH:11]=[CH:10][C:9]=2[NH:14][C:15](=[O:20])[C:16]([CH3:19])([CH3:18])[CH3:17])=[N:4][CH:5]=[CH:6][CH:7]=1.[Br:21]Br. The catalyst is C(O)(=O)C.[O-]S([O-])(=S)=O.[Na+].[Na+]. The product is [Br:21][C:12]1[CH:11]=[CH:10][C:9]([NH:14][C:15](=[O:20])[C:16]([CH3:17])([CH3:19])[CH3:18])=[C:8]([C:3]2[C:2]([F:1])=[CH:7][CH:6]=[CH:5][N:4]=2)[CH:13]=1. The yield is 0.720. (3) The reactants are [CH:1]1([CH2:4][NH:5][CH:6]2[CH2:9][N:8]([C:10]([C:12]3[CH:13]=[C:14]([CH:27]=[CH:28][C:29]=3[F:30])[CH2:15][C:16]3[C:25]4[C:20](=[CH:21][CH:22]=[CH:23][CH:24]=4)[C:19](=[O:26])[NH:18][N:17]=3)=[O:11])[CH2:7]2)[CH2:3][CH2:2]1.[ClH:31]. No catalyst specified. The product is [ClH:31].[CH:1]1([CH2:4][NH:5][CH:6]2[CH2:9][N:8]([C:10]([C:12]3[CH:13]=[C:14]([CH:27]=[CH:28][C:29]=3[F:30])[CH2:15][C:16]3[C:25]4[C:20](=[CH:21][CH:22]=[CH:23][CH:24]=4)[C:19](=[O:26])[NH:18][N:17]=3)=[O:11])[CH2:7]2)[CH2:3][CH2:2]1. The yield is 0.890. (4) The reactants are [CH3:1][C:2]1[CH:11]=[C:10]2[C:5]([CH:6]=[CH:7][CH:8]=[N:9]2)=[CH:4][CH:3]=1.C1C(=O)N([Br:19])C(=O)C1.CC(N=NC(C#N)(C)C)(C#N)C. The catalyst is C(Cl)(Cl)(Cl)Cl. The product is [Br:19][CH2:1][C:2]1[CH:11]=[C:10]2[C:5]([CH:6]=[CH:7][CH:8]=[N:9]2)=[CH:4][CH:3]=1. The yield is 0.580.